Task: Predict which catalyst facilitates the given reaction.. Dataset: Catalyst prediction with 721,799 reactions and 888 catalyst types from USPTO Reactant: Cl[C:2]1[C:7]([CH:8]([CH2:13][CH2:14][CH3:15])[C:9]([O:11][CH3:12])=[O:10])=[C:6]([CH3:16])[N:5]=[C:4]([C:17]2[CH:22]=[CH:21][CH:20]=[CH:19][CH:18]=2)[N:3]=1.C(N(CC)C(C)C)(C)C.[F:32][C:33]1[CH:38]=[C:37]([CH3:39])[CH:36]=[CH:35][C:34]=1B(O)O. Product: [F:32][C:33]1[CH:38]=[C:37]([CH3:39])[CH:36]=[CH:35][C:34]=1[C:2]1[C:7]([CH:8]([CH2:13][CH2:14][CH3:15])[C:9]([O:11][CH3:12])=[O:10])=[C:6]([CH3:16])[N:5]=[C:4]([C:17]2[CH:22]=[CH:21][CH:20]=[CH:19][CH:18]=2)[N:3]=1. The catalyst class is: 659.